This data is from Forward reaction prediction with 1.9M reactions from USPTO patents (1976-2016). The task is: Predict the product of the given reaction. (1) Given the reactants Cl[C:2]1[CH:9]=[CH:8][C:5]([C:6]#[N:7])=[CH:4][C:3]=1[N+:10]([O-:12])=[O:11].Cl.[C:14]([O:18][C:19](=[O:22])[CH2:20][NH2:21])([CH3:17])([CH3:16])[CH3:15].C(N(CC)CC)C, predict the reaction product. The product is: [C:14]([O:18][C:19](=[O:22])[CH2:20][NH:21][C:2]1[CH:9]=[CH:8][C:5]([C:6]#[N:7])=[CH:4][C:3]=1[N+:10]([O-:12])=[O:11])([CH3:17])([CH3:16])[CH3:15]. (2) Given the reactants [CH3:1][C:2]1[S:6][C:5]([S:7][CH2:8][C:9]2[CH2:26][S:25][C@@H:12]3[C@H:13]([NH:16][C:17]([CH2:19][N:20]4[N:24]=[N:23][N:22]=[CH:21]4)=[O:18])[C:14](=[O:15])[N:11]3[C:10]=2[C:27]([OH:29])=[O:28])=[N:4][N:3]=1.[N+:30]([O-:33])([OH:32])=[O:31], predict the reaction product. The product is: [CH3:1][C:2]1[S:6][C:5]([S:7][CH2:8][C:9]2[CH2:26][S:25][C@@H:12]3[C@H:13]([NH:16][C:17]([CH2:19][N:20]4[N:24]=[N:23][N:22]=[CH:21]4)=[O:18])[C:14](=[O:15])[N:11]3[C:10]=2[C:27]([OH:29])=[O:28])=[N:4][N:3]=1.[N+:30]([O-:33])([O-:32])=[O:31]. (3) Given the reactants [OH:1][C:2]1[N:6]([C:7]2[CH:12]=[C:11]([C:13]#[N:14])[CH:10]=[CH:9][N:8]=2)[N:5]=[CH:4][CH:3]=1.[F:15][C:16]1[CH:23]=[CH:22][C:19]([CH2:20]O)=[CH:18][CH:17]=1.C1C=CC(P(C2C=CC=CC=2)C2C=CC=CC=2)=CC=1.CN(C(/N=N/C(N(C)C)=O)=O)C, predict the reaction product. The product is: [F:15][C:16]1[CH:23]=[CH:22][C:19]([CH2:20][O:1][C:2]2[N:6]([C:7]3[CH:12]=[C:11]([C:13]#[N:14])[CH:10]=[CH:9][N:8]=3)[N:5]=[CH:4][CH:3]=2)=[CH:18][CH:17]=1. (4) Given the reactants [OH:1][C:2]1[CH:3]=[C:4]([C:8]2[C:17]3[C:12](=[C:13]([C:18]([F:21])([F:20])[F:19])[CH:14]=[CH:15][CH:16]=3)[N:11]=[CH:10][C:9]=2[C:22]([C:24]2[CH:29]=[CH:28][CH:27]=[CH:26][CH:25]=2)=[O:23])[CH:5]=[CH:6][CH:7]=1.Br[CH2:31][CH:32]1[CH2:37][CH2:36][CH2:35][CH2:34][O:33]1, predict the reaction product. The product is: [C:24]1([C:22]([C:9]2[CH:10]=[N:11][C:12]3[C:17]([C:8]=2[C:4]2[CH:5]=[CH:6][CH:7]=[C:2]([O:1][CH2:31][CH:32]4[CH2:37][CH2:36][CH2:35][CH2:34][O:33]4)[CH:3]=2)=[CH:16][CH:15]=[CH:14][C:13]=3[C:18]([F:21])([F:19])[F:20])=[O:23])[CH:25]=[CH:26][CH:27]=[CH:28][CH:29]=1. (5) Given the reactants [S:1]1[C:5]2[CH:6]=[CH:7][C:8]([CH2:10][CH2:11][O:12][CH2:13][CH2:14][C:15]([N:17]3[CH2:20][CH:19]([OH:21])[CH2:18]3)=[O:16])=[CH:9][C:4]=2[CH:3]=[CH:2]1.[CH2:22](Br)[C:23]1[CH:28]=[CH:27][CH:26]=[CH:25][CH:24]=1, predict the reaction product. The product is: [S:1]1[C:5]2[CH:6]=[CH:7][C:8]([CH2:10][CH2:11][O:12][CH2:13][CH2:14][C:15]([N:17]3[CH2:20][CH:19]([O:21][CH2:22][C:23]4[CH:28]=[CH:27][CH:26]=[CH:25][CH:24]=4)[CH2:18]3)=[O:16])=[CH:9][C:4]=2[CH:3]=[CH:2]1.